This data is from TCR-epitope binding with 47,182 pairs between 192 epitopes and 23,139 TCRs. The task is: Binary Classification. Given a T-cell receptor sequence (or CDR3 region) and an epitope sequence, predict whether binding occurs between them. The epitope is LLQTGIHVRVSQPSL. The TCR CDR3 sequence is CASTRTVEGGEQYF. Result: 1 (the TCR binds to the epitope).